This data is from TCR-epitope binding with 47,182 pairs between 192 epitopes and 23,139 TCRs. The task is: Binary Classification. Given a T-cell receptor sequence (or CDR3 region) and an epitope sequence, predict whether binding occurs between them. The epitope is SFHSLHLLF. The TCR CDR3 sequence is CASSLGSYNEQFF. Result: 0 (the TCR does not bind to the epitope).